This data is from Catalyst prediction with 721,799 reactions and 888 catalyst types from USPTO. The task is: Predict which catalyst facilitates the given reaction. (1) Reactant: [F:1][C:2]([F:22])([F:21])[C:3]1[CH:8]=[C:7]([C:9]([F:12])([F:11])[F:10])[CH:6]=[CH:5][C:4]=1[C:13]1[N:14]=[N:15][C:16]([CH2:19]Cl)=[CH:17][CH:18]=1.[F:23][C:24]1[C:29]([F:30])=[CH:28][CH:27]=[CH:26][C:25]=1[C:31]1[NH:39][C:34]2=[CH:35][N:36]=[N:37][CH:38]=[C:33]2[N:32]=1. The catalyst class is: 3. Product: [F:1][C:2]([F:22])([F:21])[C:3]1[CH:8]=[C:7]([C:9]([F:12])([F:11])[F:10])[CH:6]=[CH:5][C:4]=1[C:13]1[N:14]=[N:15][C:16]([CH2:19][N:36]2[CH:35]=[C:34]3[N:39]=[C:31]([C:25]4[CH:26]=[CH:27][CH:28]=[C:29]([F:30])[C:24]=4[F:23])[N:32]=[C:33]3[CH:38]=[N:37]2)=[CH:17][CH:18]=1. (2) Reactant: C[O:2][C:3]([C:5]1[NH:6][C:7]2[C:12]([CH:13]=1)=[CH:11][CH:10]=[C:9]([O:14][C:15]1[S:16][C:17]3[CH:23]=[CH:22][CH:21]=[CH:20][C:18]=3[N:19]=1)[CH:8]=2)=O.[H-].[H-].[H-].[H-].[Li+].[Al+3].O.CCOC(C)=O. Product: [S:16]1[C:17]2[CH:23]=[CH:22][CH:21]=[CH:20][C:18]=2[N:19]=[C:15]1[O:14][C:9]1[CH:8]=[C:7]2[C:12]([CH:13]=[C:5]([CH2:3][OH:2])[NH:6]2)=[CH:11][CH:10]=1. The catalyst class is: 1. (3) Reactant: [NH2:1][C@H:2]1[CH2:6][CH2:5][N:4]([C@H:7]2[CH2:12][CH2:11][C@@H:10]([N:13]([CH:15]([CH3:17])[CH3:16])[CH3:14])[CH2:9][C@H:8]2[C:18]([O:20][CH3:21])=[O:19])[C:3]1=[O:22].[F:23][C:24]([F:35])([F:34])[C:25]1[CH:26]=[C:27]([CH:31]=[CH:32][CH:33]=1)[C:28](O)=[O:29].CCN=C=NCCCN(C)C.C1C=CC2N(O)N=NC=2C=1.CCN(CC)CC. Product: [CH:15]([N:13]([CH3:14])[C@H:10]1[CH2:9][C@@H:8]([C:18]([O:20][CH3:21])=[O:19])[C@@H:7]([N:4]2[CH2:5][CH2:6][C@H:2]([NH:1][C:28](=[O:29])[C:27]3[CH:31]=[CH:32][CH:33]=[C:25]([C:24]([F:23])([F:34])[F:35])[CH:26]=3)[C:3]2=[O:22])[CH2:12][CH2:11]1)([CH3:17])[CH3:16]. The catalyst class is: 2. (4) Product: [NH2:4][CH2:3][C:5]1[CH:10]=[CH:9][N:8]=[C:7]([CH3:11])[C:6]=1[CH3:12]. The catalyst class is: 1. Reactant: [BH4-].[Na+].[C:3]([C:5]1[CH:10]=[CH:9][N:8]=[C:7]([CH3:11])[C:6]=1[CH3:12])#[N:4].O.Cl. (5) Reactant: CS(O[CH2:6][CH2:7][CH2:8][S:9]([CH:12]1[CH2:16][CH2:15][CH2:14][CH2:13]1)(=[O:11])=[O:10])(=O)=O.[CH2:17]([C:21]1[CH:22]=[C:23]2[C:28](=[C:29]([O:31][CH:32]3[CH2:37][CH2:36][NH:35][CH2:34][CH2:33]3)[CH:30]=1)[N:27]=[CH:26][CH:25]=[CH:24]2)[CH2:18][CH2:19][CH3:20].[I-].[Na+].[C:40](=O)([O-:42])[OH:41].[Na+]. Product: [CH:40]([OH:42])=[O:41].[CH2:17]([C:21]1[CH:22]=[C:23]2[C:28](=[C:29]([O:31][CH:32]3[CH2:33][CH2:34][N:35]([CH2:6][CH2:7][CH2:8][S:9]([CH:12]4[CH2:16][CH2:15][CH2:14][CH2:13]4)(=[O:11])=[O:10])[CH2:36][CH2:37]3)[CH:30]=1)[N:27]=[CH:26][CH:25]=[CH:24]2)[CH2:18][CH2:19][CH3:20]. The catalyst class is: 121. (6) Reactant: [N+:1]([C:4]1[CH:9]=[CH:8][C:7]([OH:10])=[CH:6][CH:5]=1)([O-:3])=[O:2].C(=O)([O-])[O-].[Cs+].[Cs+].Cl.Cl[CH2:19][CH2:20][N:21]([CH2:24][CH3:25])[CH2:22][CH3:23]. Product: [CH2:20]([N:21]([CH2:24][CH3:25])[CH2:22][CH2:23][O:10][C:7]1[CH:8]=[CH:9][C:4]([N+:1]([O-:3])=[O:2])=[CH:5][CH:6]=1)[CH3:19]. The catalyst class is: 11.